This data is from Full USPTO retrosynthesis dataset with 1.9M reactions from patents (1976-2016). The task is: Predict the reactants needed to synthesize the given product. (1) Given the product [N+:5]([C:16]1[C:15]([OH:20])=[N:14][C:13]([S:12][CH2:9][CH2:10][CH3:11])=[N:18][C:17]=1[OH:19])([O-:8])=[O:6], predict the reactants needed to synthesize it. The reactants are: C(O)(=O)C.[N+:5]([O-:8])(O)=[O:6].[CH2:9]([S:12][C:13]1[N:18]=[C:17]([OH:19])[CH:16]=[C:15]([OH:20])[N:14]=1)[CH2:10][CH3:11]. (2) Given the product [F:18][CH2:17][C:16](=[O:19])[CH:15]([NH:20][C:21](=[O:31])[C@@H:22]([N:24]1[CH:29]=[CH:28][CH:27]=[CH:26][C:25]1=[O:30])[CH3:23])[CH2:14][C:13]([OH:32])=[O:12], predict the reactants needed to synthesize it. The reactants are: FC(F)(F)C(O)=O.C([O:12][C:13](=[O:32])[CH2:14][CH:15]([NH:20][C:21](=[O:31])[C@@H:22]([N:24]1[CH:29]=[CH:28][CH:27]=[CH:26][C:25]1=[O:30])[CH3:23])[C:16](=[O:19])[CH2:17][F:18])(C)(C)C.